This data is from Catalyst prediction with 721,799 reactions and 888 catalyst types from USPTO. The task is: Predict which catalyst facilitates the given reaction. Product: [CH2:12]([O:14][C:15]1[C:18](=[O:19])[C:17](=[O:22])[C:16]=1[NH:9][C:5]1[CH:6]=[N:7][CH:8]=[C:3]([C:2]([F:1])([F:10])[F:11])[CH:4]=1)[CH3:13]. The catalyst class is: 14. Reactant: [F:1][C:2]([F:11])([F:10])[C:3]1[CH:4]=[C:5]([NH2:9])[CH:6]=[N:7][CH:8]=1.[CH2:12]([O:14][C:15]1[C:16](=O)[C:17](=[O:22])[C:18]=1[O:19]CC)[CH3:13].